Predict which catalyst facilitates the given reaction. From a dataset of Catalyst prediction with 721,799 reactions and 888 catalyst types from USPTO. (1) Reactant: [F:1][CH:2]([F:13])[C:3]1[C:7]([C:8](Cl)=[O:9])=[C:6]([F:11])[N:5]([CH3:12])[N:4]=1.[Cl:14][C:15]1[CH:20]=[C:19]([Cl:21])[CH:18]=[CH:17][C:16]=1[CH:22]([O:26][CH3:27])[CH:23]([NH2:25])[CH3:24].C(N(CC)CC)C.C(OCC)(=O)C. Product: [Cl:14][C:15]1[CH:20]=[C:19]([Cl:21])[CH:18]=[CH:17][C:16]=1[CH:22]([O:26][CH3:27])[CH:23]([NH:25][C:8]([C:7]1[C:3]([CH:2]([F:13])[F:1])=[N:4][N:5]([CH3:12])[C:6]=1[F:11])=[O:9])[CH3:24]. The catalyst class is: 4. (2) Reactant: [Cl:1][C:2]1[CH:3]=[C:4]([C:8]2[N:9]([CH2:19][C:20]3[CH:25]=[C:24]([Cl:26])[CH:23]=[CH:22][C:21]=3[Cl:27])[C:10]([C:15]([O:17][CH3:18])=[O:16])=[C:11]([CH2:13][OH:14])[N:12]=2)[CH:5]=[N:6][CH:7]=1. Product: [Cl:1][C:2]1[CH:3]=[C:4]([C:8]2[N:9]([CH2:19][C:20]3[CH:25]=[C:24]([Cl:26])[CH:23]=[CH:22][C:21]=3[Cl:27])[C:10]([C:15]([O:17][CH3:18])=[O:16])=[C:11]([CH:13]=[O:14])[N:12]=2)[CH:5]=[N:6][CH:7]=1. The catalyst class is: 327. (3) Reactant: [OH:1][C:2]1[CH:3]=[C:4]2[C:9](=[CH:10][CH:11]=1)[C:8](=[O:12])[N:7]([CH2:13][CH:14]([CH3:16])[CH3:15])[C:6]([CH2:17][NH:18][C:19](=[O:25])[O:20][C:21]([CH3:24])([CH3:23])[CH3:22])=[C:5]2[C:26]1[CH:31]=[CH:30][C:29]([Cl:32])=[CH:28][CH:27]=1.[H-].[Na+].C1C=CC(N([S:42]([C:45]([F:48])([F:47])[F:46])(=[O:44])=[O:43])[S:42]([C:45]([F:48])([F:47])[F:46])(=[O:44])=[O:43])=CC=1.O. Product: [Cl:32][C:29]1[CH:28]=[CH:27][C:26]([C:5]2[C:4]3[C:9](=[CH:10][CH:11]=[C:2]([O:1][S:42]([C:45]([F:48])([F:47])[F:46])(=[O:44])=[O:43])[CH:3]=3)[C:8](=[O:12])[N:7]([CH2:13][CH:14]([CH3:15])[CH3:16])[C:6]=2[CH2:17][NH:18][C:19](=[O:25])[O:20][C:21]([CH3:24])([CH3:22])[CH3:23])=[CH:31][CH:30]=1. The catalyst class is: 9. (4) Reactant: [H-].[Na+].[OH:3][C:4]1[CH:5]=[C:6]([CH:11]=[CH:12][CH:13]=1)[C:7]([O:9][CH3:10])=[O:8].[CH2:14](Br)[C:15]1[CH:20]=[CH:19][CH:18]=[CH:17][CH:16]=1. Product: [CH2:14]([O:3][C:4]1[CH:5]=[C:6]([CH:11]=[CH:12][CH:13]=1)[C:7]([O:9][CH3:10])=[O:8])[C:15]1[CH:20]=[CH:19][CH:18]=[CH:17][CH:16]=1. The catalyst class is: 3. (5) Reactant: [NH:1]1[C:9]2[C:4](=[CH:5][CH:6]=[CH:7][CH:8]=2)[CH:3]=[CH:2]1.[I-:10].[K+].[OH-].[Na+].II. Product: [I:10][C:3]1[C:4]2[C:9](=[CH:8][CH:7]=[CH:6][CH:5]=2)[NH:1][CH:2]=1. The catalyst class is: 24. (6) The catalyst class is: 30. Product: [C:11]([N:15]1[C:20](=[O:21])[C:19]([Cl:22])=[C:18]([O:23][CH2:24][C:25]2[CH:26]=[CH:27][C:28]([C:29]([O:4][CH2:3][CH2:2][F:1])=[O:30])=[CH:33][CH:34]=2)[CH:17]=[N:16]1)([CH3:14])([CH3:12])[CH3:13]. Reactant: [F:1][CH2:2][CH2:3][OH:4].CC(C)([O-])C.[K+].[C:11]([N:15]1[C:20](=[O:21])[C:19]([Cl:22])=[C:18]([O:23][CH2:24][C:25]2[CH:34]=[CH:33][C:28]([C:29](OC)=[O:30])=[CH:27][CH:26]=2)[CH:17]=[N:16]1)([CH3:14])([CH3:13])[CH3:12]. (7) Reactant: [C@H:1]1([NH:10][C:11]2[CH:20]=[CH:19][C:18]3[C:13](=[CH:14][CH:15]=[C:16]([C:21]#N)[CH:17]=3)[N:12]=2)[C:9]2[C:4](=[CH:5][CH:6]=[CH:7][CH:8]=2)[CH2:3][CH2:2]1.[F:23][C:24]1[CH:29]=[CH:28][C:27]([Mg]Br)=[CH:26][CH:25]=1.Cl.[OH-:33].[Na+]. Product: [F:23][C:24]1[CH:29]=[CH:28][C:27]([C:21]([C:16]2[CH:17]=[C:18]3[C:13](=[CH:14][CH:15]=2)[N:12]=[C:11]([NH:10][C@H:1]2[C:9]4[C:4](=[CH:5][CH:6]=[CH:7][CH:8]=4)[CH2:3][CH2:2]2)[CH:20]=[CH:19]3)=[O:33])=[CH:26][CH:25]=1. The catalyst class is: 7.